From a dataset of Full USPTO retrosynthesis dataset with 1.9M reactions from patents (1976-2016). Predict the reactants needed to synthesize the given product. Given the product [F:1][CH:2]([F:23])[O:3][CH2:4][C@H:5]([C:6]1[CH:11]=[CH:10][CH:9]=[CH:8][CH:7]=1)[NH2:12], predict the reactants needed to synthesize it. The reactants are: [F:1][CH:2]([F:23])[O:3][CH2:4][C@@H:5]([N:12]1C(=O)C2C(=CC=CC=2)C1=O)[C:6]1[CH:11]=[CH:10][CH:9]=[CH:8][CH:7]=1.O.NN.